From a dataset of NCI-60 drug combinations with 297,098 pairs across 59 cell lines. Regression. Given two drug SMILES strings and cell line genomic features, predict the synergy score measuring deviation from expected non-interaction effect. (1) Drug 1: CC1C(C(=O)NC(C(=O)N2CCCC2C(=O)N(CC(=O)N(C(C(=O)O1)C(C)C)C)C)C(C)C)NC(=O)C3=C4C(=C(C=C3)C)OC5=C(C(=O)C(=C(C5=N4)C(=O)NC6C(OC(=O)C(N(C(=O)CN(C(=O)C7CCCN7C(=O)C(NC6=O)C(C)C)C)C)C(C)C)C)N)C. Drug 2: C1C(C(OC1N2C=NC3=C2NC=NCC3O)CO)O. Cell line: HOP-92. Synergy scores: CSS=15.2, Synergy_ZIP=6.45, Synergy_Bliss=10.1, Synergy_Loewe=2.63, Synergy_HSA=8.23. (2) Drug 1: CC1C(C(=O)NC(C(=O)N2CCCC2C(=O)N(CC(=O)N(C(C(=O)O1)C(C)C)C)C)C(C)C)NC(=O)C3=C4C(=C(C=C3)C)OC5=C(C(=O)C(=C(C5=N4)C(=O)NC6C(OC(=O)C(N(C(=O)CN(C(=O)C7CCCN7C(=O)C(NC6=O)C(C)C)C)C)C(C)C)C)N)C. Drug 2: CC1=C2C(C(=O)C3(C(CC4C(C3C(C(C2(C)C)(CC1OC(=O)C(C(C5=CC=CC=C5)NC(=O)C6=CC=CC=C6)O)O)OC(=O)C7=CC=CC=C7)(CO4)OC(=O)C)O)C)OC(=O)C. Cell line: NCI-H322M. Synergy scores: CSS=18.3, Synergy_ZIP=1.98, Synergy_Bliss=4.85, Synergy_Loewe=-4.65, Synergy_HSA=-3.57. (3) Drug 1: CC1CC2C3CCC4=CC(=O)C=CC4(C3(C(CC2(C1(C(=O)CO)O)C)O)F)C. Drug 2: C1=CC=C(C=C1)NC(=O)CCCCCCC(=O)NO. Cell line: HCT116. Synergy scores: CSS=45.9, Synergy_ZIP=-0.223, Synergy_Bliss=0.505, Synergy_Loewe=-38.5, Synergy_HSA=2.03. (4) Drug 1: CCN(CC)CCNC(=O)C1=C(NC(=C1C)C=C2C3=C(C=CC(=C3)F)NC2=O)C. Drug 2: CCCCC(=O)OCC(=O)C1(CC(C2=C(C1)C(=C3C(=C2O)C(=O)C4=C(C3=O)C=CC=C4OC)O)OC5CC(C(C(O5)C)O)NC(=O)C(F)(F)F)O. Cell line: HCT116. Synergy scores: CSS=53.7, Synergy_ZIP=1.90, Synergy_Bliss=0.153, Synergy_Loewe=-2.85, Synergy_HSA=0.430. (5) Drug 1: C1=CN(C=N1)CC(O)(P(=O)(O)O)P(=O)(O)O. Drug 2: CN1C2=C(C=C(C=C2)N(CCCl)CCCl)N=C1CCCC(=O)O.Cl. Cell line: SR. Synergy scores: CSS=-0.952, Synergy_ZIP=-0.440, Synergy_Bliss=-2.96, Synergy_Loewe=-1.88, Synergy_HSA=-3.13. (6) Drug 1: C1=CN(C(=O)N=C1N)C2C(C(C(O2)CO)O)O.Cl. Drug 2: C1=NC2=C(N=C(N=C2N1C3C(C(C(O3)CO)O)O)F)N. Cell line: SK-OV-3. Synergy scores: CSS=29.7, Synergy_ZIP=-11.8, Synergy_Bliss=-2.40, Synergy_Loewe=-11.7, Synergy_HSA=-0.0113.